Dataset: Full USPTO retrosynthesis dataset with 1.9M reactions from patents (1976-2016). Task: Predict the reactants needed to synthesize the given product. (1) Given the product [S:27](=[O:29])(=[O:28])([O:1][CH:2]([CH2:15][CH:16]([CH3:18])[CH3:17])[CH2:3][N:4]1[C:5](=[O:14])[C:6]2[C:11](=[CH:10][CH:9]=[CH:8][CH:7]=2)[C:12]1=[O:13])[NH2:30], predict the reactants needed to synthesize it. The reactants are: [OH:1][CH:2]([CH2:15][CH:16]([CH3:18])[CH3:17])[CH2:3][N:4]1[C:12](=[O:13])[C:11]2[C:6](=[CH:7][CH:8]=[CH:9][CH:10]=2)[C:5]1=[O:14].CCN(CC)CC.Cl[S:27]([N:30]=C=O)(=[O:29])=[O:28].C(O)=O. (2) Given the product [NH:1]1[C:9]2[C:4](=[CH:5][CH:6]=[CH:7][CH:8]=2)[C:3](/[CH:10]=[CH:11]/[C:12](=[O:17])[CH2:13][C:14](=[O:16])/[CH:15]=[CH:32]/[C:31]2[CH:30]=[CH:29][C:28]([O:27][CH2:26][C:21]3[CH:22]=[CH:23][CH:24]=[CH:25][N:20]=3)=[CH:35][CH:34]=2)=[CH:2]1, predict the reactants needed to synthesize it. The reactants are: [NH:1]1[C:9]2[C:4](=[CH:5][CH:6]=[CH:7][CH:8]=2)[C:3]([CH:10]=[CH:11][C:12](=[O:17])[CH2:13][C:14](=[O:16])[CH3:15])=[CH:2]1.[B]=O.[N:20]1[CH:25]=[CH:24][CH:23]=[CH:22][C:21]=1[CH2:26][O:27][C:28]1[CH:35]=[CH:34][C:31]([CH:32]=O)=[CH:30][CH:29]=1.B(OC(C)C)(OC(C)C)OC(C)C.N1CCCCC1.Cl.C(=O)(O)[O-].[Na+]. (3) Given the product [CH:25]([S:24][C:10]1[CH:9]=[C:8]([CH:5]([CH2:6][CH3:7])[C:4]([OH:28])=[O:3])[CH:13]=[CH:12][C:11]=1[C:14]1[CH:15]=[CH:16][C:17]([C:20]([F:23])([F:21])[F:22])=[CH:18][CH:19]=1)([CH3:26])[CH3:27], predict the reactants needed to synthesize it. The reactants are: C([O:3][C:4](=[O:28])[CH:5]([C:8]1[CH:13]=[CH:12][C:11]([C:14]2[CH:19]=[CH:18][C:17]([C:20]([F:23])([F:22])[F:21])=[CH:16][CH:15]=2)=[C:10]([S:24][CH:25]([CH3:27])[CH3:26])[CH:9]=1)[CH2:6][CH3:7])C.[OH-].[K+]. (4) Given the product [OH:10][CH2:9][C:6]1[CH:7]=[CH:8][C:3]([CH2:2][NH:1][C:20]([C:19]2[CH:18]=[CH:17][CH:16]=[CH:15][N:14]=2)=[O:25])=[CH:4][CH:5]=1, predict the reactants needed to synthesize it. The reactants are: [NH2:1][CH2:2][C:3]1[CH:8]=[CH:7][C:6]([CH2:9][OH:10])=[CH:5][CH:4]=1.ON1[C:16]2[CH:17]=[CH:18][CH:19]=[CH:20][C:15]=2[N:14]=N1.CN1CC[O:25]CC1.CCN=C=NCCCN(C)C. (5) Given the product [F:38][C:32]1[CH:31]=[CH:30][C:29]([C:10]2[CH:11]=[C:12]3[C:17]([C:18](=[O:21])[NH:19][CH3:20])=[C:16]([C:22]4[CH:27]=[CH:26][C:25]([F:28])=[CH:24][CH:23]=4)[O:15][C:13]3=[N:14][C:9]=2[NH:42][CH2:41][C:40]([F:44])([F:43])[F:39])=[CH:37][C:33]=1[C:34]([OH:36])=[O:35], predict the reactants needed to synthesize it. The reactants are: CC([O-])(CC)C.[Na+].Cl[C:9]1[N:14]=[C:13]2[O:15][C:16]([C:22]3[CH:27]=[CH:26][C:25]([F:28])=[CH:24][CH:23]=3)=[C:17]([C:18](=[O:21])[NH:19][CH3:20])[C:12]2=[CH:11][C:10]=1[C:29]1[CH:30]=[CH:31][C:32]([F:38])=[C:33]([CH:37]=1)[C:34]([OH:36])=[O:35].[F:39][C:40]([F:44])([F:43])[CH2:41][NH2:42].N#N. (6) Given the product [CH3:25][O:24][C:22]1[N:21]=[C:20]([S:26][CH2:27][CH2:28][C:29]2[CH:30]=[CH:31][CH:32]=[CH:33][CH:34]=2)[N:19]=[C:18]([NH:10][S:11]([N:14]2[CH2:17][CH2:16][CH2:15]2)(=[O:12])=[O:13])[CH:23]=1, predict the reactants needed to synthesize it. The reactants are: COC1C=CC(C[N:10]([C:18]2[CH:23]=[C:22]([O:24][CH3:25])[N:21]=[C:20]([S:26][CH2:27][CH2:28][C:29]3[CH:34]=[CH:33][CH:32]=[CH:31][CH:30]=3)[N:19]=2)[S:11]([N:14]2[CH2:17][CH2:16][CH2:15]2)(=[O:13])=[O:12])=CC=1.C(O)(C(F)(F)F)=O. (7) Given the product [C:25]([OH:37])(=[O:36])[CH2:26][C:27]([CH2:32][C:33]([OH:35])=[O:34])([C:29]([OH:31])=[O:30])[OH:28].[F:1][C:2]1[C:10]2[NH:9][C:8](=[O:11])[N:7]([CH:12]3[CH2:17][CH2:16][N:15]([CH:18]4[CH2:23][CH2:22][O:21][CH2:20][CH2:19]4)[CH2:14][CH2:13]3)[C:6]=2[CH:5]=[C:4]([CH3:24])[CH:3]=1, predict the reactants needed to synthesize it. The reactants are: [F:1][C:2]1[C:10]2[NH:9][C:8](=[O:11])[N:7]([CH:12]3[CH2:17][CH2:16][N:15]([CH:18]4[CH2:23][CH2:22][O:21][CH2:20][CH2:19]4)[CH2:14][CH2:13]3)[C:6]=2[CH:5]=[C:4]([CH3:24])[CH:3]=1.[C:25]([OH:37])(=[O:36])[CH2:26][C:27]([CH2:32][C:33]([OH:35])=[O:34])([C:29]([OH:31])=[O:30])[OH:28]. (8) Given the product [NH2:2][C:1]1[NH:8][C:6](=[O:7])[C:5]2[C:4]([CH:3]=1)=[CH:12][CH:11]=[C:10]([CH3:13])[CH:9]=2, predict the reactants needed to synthesize it. The reactants are: [C:1]([CH2:3][C:4]1[CH:12]=[CH:11][C:10]([CH3:13])=[CH:9][C:5]=1[C:6]([NH2:8])=[O:7])#[N:2].C(=O)([O-])[O-].[K+].[K+]. (9) The reactants are: [F:1][C:2]1[CH:7]=[C:6]([C:8]([OH:11])([CH3:10])[CH3:9])[CH:5]=[C:4]([F:12])[C:3]=1[C:13]1[S:17][C:16]([NH:18][C:19]2[CH:24]=[CH:23][N:22]=[C:21]([O:25]CC[Si](C)(C)C)[N:20]=2)=[C:15]([C:32]([NH2:34])=[O:33])[CH:14]=1. Given the product [F:12][C:4]1[CH:5]=[C:6]([C:8]([OH:11])([CH3:9])[CH3:10])[CH:7]=[C:2]([F:1])[C:3]=1[C:13]1[S:17][C:16]([NH:18][C:19]2[CH:24]=[CH:23][NH:22][C:21](=[O:25])[N:20]=2)=[C:15]([C:32]([NH2:34])=[O:33])[CH:14]=1, predict the reactants needed to synthesize it.